The task is: Predict the reactants needed to synthesize the given product.. This data is from Full USPTO retrosynthesis dataset with 1.9M reactions from patents (1976-2016). (1) Given the product [Br:7][C:8]1[CH:9]=[CH:10][C:11]([N+:14]([O-:16])=[O:15])=[C:12]([N:1]2[CH2:6][CH2:5][NH:4][CH2:3][CH2:2]2)[CH:13]=1, predict the reactants needed to synthesize it. The reactants are: [NH:1]1[CH2:6][CH2:5][NH:4][CH2:3][CH2:2]1.[Br:7][C:8]1[CH:13]=[CH:12][C:11]([N+:14]([O-:16])=[O:15])=[C:10](F)[CH:9]=1. (2) The reactants are: [CH2:1]([O:8][C@H:9]([CH3:14])[C:10](OC)=[O:11])[C:2]1[CH:7]=[CH:6][CH:5]=[CH:4][CH:3]=1.O.[NH2:16][NH2:17]. Given the product [CH2:1]([O:8][C@H:9]([CH3:14])[C:10]([NH:16][NH2:17])=[O:11])[C:2]1[CH:7]=[CH:6][CH:5]=[CH:4][CH:3]=1, predict the reactants needed to synthesize it. (3) Given the product [Br:1][C:2]1[CH:3]=[C:4]([CH2:7][O:8][Si:9]([C:22]([CH3:25])([CH3:24])[CH3:23])([C:16]2[CH:17]=[CH:18][CH:19]=[CH:20][CH:21]=2)[C:10]2[CH:15]=[CH:14][CH:13]=[CH:12][CH:11]=2)[S:5][CH:6]=1, predict the reactants needed to synthesize it. The reactants are: [Br:1][C:2]1[CH:3]=[C:4]([CH2:7][OH:8])[S:5][CH:6]=1.[Si:9](Cl)([C:22]([CH3:25])([CH3:24])[CH3:23])([C:16]1[CH:21]=[CH:20][CH:19]=[CH:18][CH:17]=1)[C:10]1[CH:15]=[CH:14][CH:13]=[CH:12][CH:11]=1.N1C=CN=C1. (4) Given the product [F:1][C:2]1[CH:12]=[CH:11][CH:10]=[C:9]([F:13])[C:3]=1/[CH:4]=[CH:5]/[C:6]([Cl:16])=[O:7], predict the reactants needed to synthesize it. The reactants are: [F:1][C:2]1[CH:12]=[CH:11][CH:10]=[C:9]([F:13])[C:3]=1/[CH:4]=[CH:5]/[C:6](O)=[O:7].S(Cl)([Cl:16])=O. (5) Given the product [C:1]([C:5]1[N:6]=[C:7]([Cl:48])[C:8]2[N:13]=[N:12][N:11]([CH2:14][C:15]3[CH:20]=[CH:19][CH:18]=[CH:17][C:16]=3[Cl:21])[C:9]=2[N:10]=1)([CH3:4])([CH3:3])[CH3:2], predict the reactants needed to synthesize it. The reactants are: [C:1]([C:5]1[N:6]=[C:7](N2CCOCC2)[C:8]2[N:13]=[N:12][N:11]([CH2:14][C:15]3[CH:20]=[CH:19][CH:18]=[CH:17][C:16]=3[Cl:21])[C:9]=2[N:10]=1)([CH3:4])([CH3:3])[CH3:2].C(C1NC2N(CC3C=CC=CC=3[Cl:48])N=NC=2C(=O)N=1)(C)(C)C.C(N(CC)C1C=CC=CC=1)C.O=P(Cl)(Cl)Cl. (6) Given the product [C:1]1([C:7]2[N:8]=[C:9]([C:17]3[CH:22]=[CH:21][N:20]=[C:19]([NH:23][C:27]([CH:24]4[CH2:26][CH2:25]4)=[O:28])[CH:18]=3)[S:10][C:11]=2[C:12]2[NH:16][CH:15]=[N:14][N:13]=2)[CH:2]=[CH:3][CH:4]=[CH:5][CH:6]=1, predict the reactants needed to synthesize it. The reactants are: [C:1]1([C:7]2[N:8]=[C:9]([C:17]3[CH:22]=[CH:21][N:20]=[C:19]([NH2:23])[CH:18]=3)[S:10][C:11]=2[C:12]2[NH:16][CH:15]=[N:14][N:13]=2)[CH:6]=[CH:5][CH:4]=[CH:3][CH:2]=1.[CH:24]1([C:27](Cl)=[O:28])[CH2:26][CH2:25]1.C(=O)(O)[O-].[Na+]. (7) Given the product [Br:1][C:2]1[CH:3]=[C:4]2[N:10]=[C:9]([C:11]3[CH:16]=[N:15][C:14]([Cl:20])=[CH:13][CH:12]=3)[NH:8][C:5]2=[N:6][CH:7]=1, predict the reactants needed to synthesize it. The reactants are: [Br:1][C:2]1[CH:3]=[C:4]2[N:10]=[C:9]([C:11]3[CH:12]=[CH:13][C:14](O)=[N:15][CH:16]=3)[NH:8][C:5]2=[N:6][CH:7]=1.P(Cl)(Cl)([Cl:20])=O. (8) The reactants are: C[O:2][CH2:3][C:4]1[N:9]=[CH:8][N:7]=[C:6]([NH:10]C(=O)OC(C)(C)C)[CH:5]=1.B(Br)(Br)Br. Given the product [NH2:10][C:6]1[N:7]=[CH:8][N:9]=[C:4]([CH2:3][OH:2])[CH:5]=1, predict the reactants needed to synthesize it.